Dataset: Catalyst prediction with 721,799 reactions and 888 catalyst types from USPTO. Task: Predict which catalyst facilitates the given reaction. (1) Reactant: I[C:2]1[C:3]([CH3:10])=[CH:4][C:5]([NH2:9])=[N:6][C:7]=1[CH3:8].C(OCC)(=O)C.O.[CH3:18][N:19](C=O)C. Product: [NH2:9][C:5]1[CH:4]=[C:3]([CH3:10])[C:2]([C:18]#[N:19])=[C:7]([CH3:8])[N:6]=1. The catalyst class is: 380. (2) Reactant: [CH3:1][CH2:2][C@@H:3]([CH:28]([CH3:30])[CH3:29])/[CH:4]=[CH:5]/[C@H:6]([C@@H:8]1[C@:25]2([CH3:26])[C@H:11]([C@H:12]3[C@H:22]([CH2:23][CH2:24]2)[C@:20]2([CH3:21])[C:15](=[CH:16][C:17](=[O:27])[CH2:18][CH2:19]2)[CH2:14][CH2:13]3)[CH2:10][CH2:9]1)[CH3:7].CS(N)(=O)=[O:33].[K].C(=O)([O-])[O-].[K+].[K+].S(=O)(=O)(O)[O-].[Na+].[OH2:49]. Product: [OH:49][C@@H:5]([C@H:6]([C@@H:8]1[C@:25]2([CH3:26])[C@H:11]([C@H:12]3[C@H:22]([CH2:23][CH2:24]2)[C@:20]2([CH3:21])[C:15](=[CH:16][C:17](=[O:27])[CH2:18][CH2:19]2)[CH2:14][CH2:13]3)[CH2:10][CH2:9]1)[CH3:7])[C@@H:4]([OH:33])[C@H:3]([CH:28]([CH3:29])[CH3:30])[CH2:2][CH3:1]. The catalyst class is: 107. (3) Reactant: [CH:1]1[C:13]2[CH:12]([CH2:14][O:15][C:16]([N:18]3[CH2:23][C:22]4([CH2:28][CH2:27][N:26](CC5C=CC=CC=5)[CH2:25][CH2:24]4)[O:21][CH2:20][CH2:19]3)=[O:17])[C:11]3[C:6](=[CH:7][CH:8]=[CH:9][CH:10]=3)[C:5]=2[CH:4]=[CH:3][CH:2]=1. Product: [CH:10]1[C:11]2[CH:12]([CH2:14][O:15][C:16]([N:18]3[CH2:23][C:22]4([CH2:28][CH2:27][NH:26][CH2:25][CH2:24]4)[O:21][CH2:20][CH2:19]3)=[O:17])[C:13]3[C:5](=[CH:4][CH:3]=[CH:2][CH:1]=3)[C:6]=2[CH:7]=[CH:8][CH:9]=1. The catalyst class is: 8. (4) Product: [C:11]([CH2:10][C:3]1[C:4]([CH3:9])=[C:5]([N+:13]([O-:15])=[O:14])[C:6]([CH3:8])=[CH:7][C:2]=1[CH3:1])#[N:12]. The catalyst class is: 15. Reactant: [CH3:1][C:2]1[CH:7]=[C:6]([CH3:8])[CH:5]=[C:4]([CH3:9])[C:3]=1[CH2:10][C:11]#[N:12].[N+:13]([O-])([OH:15])=[O:14].OS(O)(=O)=O. (5) Reactant: B(Br)(Br)Br.C[O:6][C:7]1[CH:12]=[CH:11][C:10]([C:13]2[N:17]3[CH:18]=[CH:19][N:20]=[C:21]([NH:22][CH2:23][C:24]4[CH:25]=[C:26]([S:30]([NH2:33])(=[O:32])=[O:31])[CH:27]=[CH:28][CH:29]=4)[C:16]3=[N:15][CH:14]=2)=[CH:9][CH:8]=1. Product: [OH:6][C:7]1[CH:8]=[CH:9][C:10]([C:13]2[N:17]3[CH:18]=[CH:19][N:20]=[C:21]([NH:22][CH2:23][C:24]4[CH:25]=[C:26]([S:30]([NH2:33])(=[O:32])=[O:31])[CH:27]=[CH:28][CH:29]=4)[C:16]3=[N:15][CH:14]=2)=[CH:11][CH:12]=1. The catalyst class is: 2. (6) Product: [F:37][C:36]([F:39])([F:38])[S:33]([O:9][C:10]1[CH2:15][CH2:14][N:13]([C:16]([O:18][CH2:19][C:20]2[CH:25]=[CH:24][CH:23]=[CH:22][CH:21]=2)=[O:17])[CH2:12][CH:11]=1)(=[O:35])=[O:34]. The catalyst class is: 7. Reactant: C(NC(C)C)(C)C.[Li].[O:9]=[C:10]1[CH2:15][CH2:14][N:13]([C:16]([O:18][CH2:19][C:20]2[CH:25]=[CH:24][CH:23]=[CH:22][CH:21]=2)=[O:17])[CH2:12][CH2:11]1.C1C=CC(N([S:33]([C:36]([F:39])([F:38])[F:37])(=[O:35])=[O:34])[S:33]([C:36]([F:39])([F:38])[F:37])(=[O:35])=[O:34])=CC=1. (7) Reactant: [C:1]([O:5][C:6]([N:8]([CH2:17][CH2:18][C:19](=[O:25])[CH:20]1[CH2:24][CH2:23][CH2:22][O:21]1)[C@@H:9]([CH3:16])[CH2:10][C:11]([O:13]CC)=O)=[O:7])([CH3:4])([CH3:3])[CH3:2].CC([O-])(C)C.[K+]. Product: [CH3:16][C@H:9]1[CH2:10][C:11](=[O:13])[CH:18]([C:19]([CH:20]2[CH2:24][CH2:23][CH2:22][O:21]2)=[O:25])[CH2:17][N:8]1[C:6]([O:5][C:1]([CH3:2])([CH3:3])[CH3:4])=[O:7]. The catalyst class is: 1. (8) Reactant: [Cl:1][C:2]1[N:9]=[C:8]([NH:10][C:11]2[CH:15]=[C:14]([CH3:16])[NH:13][N:12]=2)[CH:7]=[C:6]([CH3:17])[C:3]=1[C:4]#[N:5].Cl.[F:19][C:20]1[CH:21]=[C:22]([CH:27]=[C:28]([F:30])[CH:29]=1)[O:23][CH2:24][CH2:25][NH2:26].C(=O)([O-])O.[Na+].CS(C)=O. Product: [ClH:1].[F:19][C:20]1[CH:21]=[C:22]([CH:27]=[C:28]([F:30])[CH:29]=1)[O:23][CH2:24][CH2:25][NH:26][C:2]1[N:9]=[C:8]([NH:10][C:11]2[CH:15]=[C:14]([CH3:16])[NH:13][N:12]=2)[CH:7]=[C:6]([CH3:17])[C:3]=1[C:4]#[N:5]. The catalyst class is: 6. (9) Product: [CH2:28]([O:30][C:31]([CH:33]1[CH2:38][CH2:37][N:36]([C:17]2[CH:18]=[CH:19][C:14]([C:12]3[CH:13]=[C:8]([C:5]4[CH:6]=[CH:7][C:2]([F:1])=[CH:3][CH:4]=4)[N:9]=[C:10]([N:21]4[CH2:25][CH2:24][CH2:23][CH:22]4[CH3:26])[N:11]=3)=[CH:15][N:16]=2)[CH2:35][CH2:34]1)=[O:32])[CH3:29]. Reactant: [F:1][C:2]1[CH:7]=[CH:6][C:5]([C:8]2[CH:13]=[C:12]([C:14]3[CH:15]=[N:16][C:17](F)=[CH:18][CH:19]=3)[N:11]=[C:10]([N:21]3[CH2:25][CH2:24][CH2:23][CH:22]3[CH3:26])[N:9]=2)=[CH:4][CH:3]=1.Cl.[CH2:28]([O:30][C:31]([CH:33]1[CH2:38][CH2:37][NH:36][CH2:35][CH2:34]1)=[O:32])[CH3:29].C(N(C(C)C)CC)(C)C. The catalyst class is: 44. (10) The catalyst class is: 3. Reactant: [F:1][C:2]1[C:3]([CH3:9])=[C:4]([CH:6]=[CH:7][CH:8]=1)[NH2:5].[H-].[Na+].F[C:13]1[CH:18]=[CH:17][CH:16]=[CH:15][C:14]=1[N+:19]([O-:21])=[O:20]. Product: [F:1][C:2]1[C:3]([CH3:9])=[C:4]([NH:5][C:13]2[CH:18]=[CH:17][CH:16]=[CH:15][C:14]=2[N+:19]([O-:21])=[O:20])[CH:6]=[CH:7][CH:8]=1.